The task is: Predict the product of the given reaction.. This data is from Forward reaction prediction with 1.9M reactions from USPTO patents (1976-2016). Given the reactants [OH:1][C:2]1[CH:11]=[CH:10][C:9]([OH:12])=[CH:8][C:3]=1[C:4]([O:6][CH3:7])=[O:5].[Cl:13][CH2:14][CH2:15]Cl.C(=O)([O-])[O-].[K+].[K+], predict the reaction product. The product is: [CH3:7][O:6][C:4](=[O:5])[C:3]1[CH:8]=[C:9]([O:12][CH2:15][CH2:14][Cl:13])[CH:10]=[CH:11][C:2]=1[OH:1].